Dataset: Catalyst prediction with 721,799 reactions and 888 catalyst types from USPTO. Task: Predict which catalyst facilitates the given reaction. Reactant: [CH:1]([NH:4][C:5]1[C:10]2[C:11]([C:23]3[CH:28]=[C:27]([C:29]4[CH:30]=[N:31][N:32]([CH3:34])[CH:33]=4)[CH:26]=[CH:25][N:24]=3)=[N:12][N:13](CC3C=CC(OC)=CC=3)[C:9]=2[CH:8]=[CH:7][N:6]=1)([CH3:3])[CH3:2].ClC1C=CN=C(C2C3C(NC(C)C)=NC=CC=3N(CC3C=CC(OC)=CC=3)N=2)C=1.CN1C=C(B2OC(C)(C)C(C)(C)O2)C=N1.C([O-])([O-])=O.[Na+].[Na+]. Product: [CH:1]([NH:4][C:5]1[C:10]2[C:11]([C:23]3[CH:28]=[C:27]([C:29]4[CH:30]=[N:31][N:32]([CH3:34])[CH:33]=4)[CH:26]=[CH:25][N:24]=3)=[N:12][NH:13][C:9]=2[CH:8]=[CH:7][N:6]=1)([CH3:3])[CH3:2]. The catalyst class is: 578.